This data is from Forward reaction prediction with 1.9M reactions from USPTO patents (1976-2016). The task is: Predict the product of the given reaction. (1) The product is: [Cl:9][C:4]1[C:3]([CH2:2][C:10]#[N:11])=[CH:8][CH:7]=[CH:6][N:5]=1. Given the reactants Br[CH2:2][C:3]1[C:4]([Cl:9])=[N:5][CH:6]=[CH:7][CH:8]=1.[C-:10]#[N:11].[Na+], predict the reaction product. (2) Given the reactants C([N+](CCCC)(CCCC)CCCC)CCC.[P:18]([O:22][CH2:23][C@@H:24]1[C@@H:28]([O:29][P:30]([O:33][CH2:34][C@@H:35]2[C@@H:39]([OH:40])[C@@H:38]([OH:41])[C@H:37]([N:42]3[CH:50]=[N:49][C:48]4[C:43]3=[N:44][CH:45]=[N:46][C:47]=4[NH2:51])[O:36]2)([OH:32])=[O:31])[CH2:27][C@H:26]([N:52]2[CH:57]=[CH:56][C:55]([NH2:58])=[N:54][C:53]2=[O:59])[O:25]1)([OH:21])([OH:20])=[O:19].[N:60]([CH2:63][CH2:64][CH2:65][C@H:66]([NH:73][C:74]([O:76][C:77]([CH3:80])([CH3:79])[CH3:78])=[O:75])[C:67](OCC#N)=[O:68])=[N+:61]=[N-:62], predict the reaction product. The product is: [N:60]([CH2:63][CH2:64][CH2:65][C@@H:66]([NH:73][C:74]([O:76][C:77]([CH3:80])([CH3:79])[CH3:78])=[O:75])[C:67]([O:40][C@H:39]1[C@@H:38]([OH:41])[C@H:37]([N:42]2[CH:50]=[N:49][C:48]3[C:43]2=[N:44][CH:45]=[N:46][C:47]=3[NH2:51])[O:36][C@H:35]1[CH2:34][O:33][P:30]([O:29][C@H:28]1[CH2:27][C@H:26]([N:52]2[CH:57]=[CH:56][C:55]([NH2:58])=[N:54][C:53]2=[O:59])[O:25][C@@H:24]1[CH2:23][O:22][P:18]([OH:21])([OH:20])=[O:19])([OH:32])=[O:31])=[O:68])=[N+:61]=[N-:62]. (3) Given the reactants [I:1][C:2]1[CH:7]=[CH:6][C:5]([C:8]2[N:9]=[C:10]([C@H:14]([NH:16][CH3:17])[CH3:15])[N:11]([CH3:13])[CH:12]=2)=[CH:4][CH:3]=1.Cl[C:19]([O:21][CH3:22])=[O:20].C([O-])([O-])=O.[Na+].[Na+].C1COCC1, predict the reaction product. The product is: [I:1][C:2]1[CH:3]=[CH:4][C:5]([C:8]2[N:9]=[C:10]([C@H:14]([N:16]([CH3:17])[C:19](=[O:20])[O:21][CH3:22])[CH3:15])[N:11]([CH3:13])[CH:12]=2)=[CH:6][CH:7]=1. (4) Given the reactants [OH:1][NH:2][C:3](=[NH:22])[C:4]1[C:5]([CH3:21])=[C:6]2[C:11](=[CH:12][CH:13]=1)[CH2:10][N:9]([C:14]([O:16][C:17]([CH3:20])([CH3:19])[CH3:18])=[O:15])[CH2:8][CH2:7]2.[C:23]([C:25]1[CH:26]=[C:27]([CH:31]=[CH:32][C:33]=1[O:34][CH:35]([CH3:37])[CH3:36])[C:28](Cl)=O)#[N:24], predict the reaction product. The product is: [C:23]([C:25]1[CH:26]=[C:27]([C:28]2[O:1][N:2]=[C:3]([C:4]3[C:5]([CH3:21])=[C:6]4[C:11](=[CH:12][CH:13]=3)[CH2:10][N:9]([C:14]([O:16][C:17]([CH3:18])([CH3:19])[CH3:20])=[O:15])[CH2:8][CH2:7]4)[N:22]=2)[CH:31]=[CH:32][C:33]=1[O:34][CH:35]([CH3:36])[CH3:37])#[N:24]. (5) Given the reactants [CH3:1][O:2][C:3](=[O:26])[C:4]1[CH:9]=[C:8]([C:10]2[O:11][CH:12]=[CH:13][N:14]=2)[CH:7]=[C:6]([NH:15][C:16]([O:18][CH2:19][C:20]2[CH:25]=[CH:24][CH:23]=[CH:22][CH:21]=2)=[O:17])[CH:5]=1.[H-].[Na+].[CH2:29](Br)[CH:30]=[CH2:31], predict the reaction product. The product is: [CH3:1][O:2][C:3](=[O:26])[C:4]1[CH:9]=[C:8]([C:10]2[O:11][CH:12]=[CH:13][N:14]=2)[CH:7]=[C:6]([N:15]([CH2:31][CH:30]=[CH2:29])[C:16]([O:18][CH2:19][C:20]2[CH:25]=[CH:24][CH:23]=[CH:22][CH:21]=2)=[O:17])[CH:5]=1. (6) Given the reactants [CH3:1][N:2]1[CH:6]([C:7]([O:9]C(C)(C)C)=[O:8])[CH2:5][N:4]([C:14]2[CH:15]=[N:16][CH:17]=[N:18][CH:19]=2)[C:3]1=[O:20], predict the reaction product. The product is: [CH3:1][N:2]1[CH:6]([C:7]([OH:9])=[O:8])[CH2:5][N:4]([C:14]2[CH:19]=[N:18][CH:17]=[N:16][CH:15]=2)[C:3]1=[O:20]. (7) Given the reactants C([O:3][C:4]([C:6]1[N:7]=[CH:8][N:9]([C:11]2[CH:12]=[C:13]([C:17]3[CH:22]=[C:21]([F:23])[CH:20]=[CH:19][C:18]=3[O:24][CH3:25])[CH:14]=[CH:15][CH:16]=2)[CH:10]=1)=[O:5])C.[OH-].[K+], predict the reaction product. The product is: [F:23][C:21]1[CH:20]=[CH:19][C:18]([O:24][CH3:25])=[C:17]([C:13]2[CH:14]=[CH:15][CH:16]=[C:11]([N:9]3[CH:10]=[C:6]([C:4]([OH:5])=[O:3])[N:7]=[CH:8]3)[CH:12]=2)[CH:22]=1.